Dataset: Forward reaction prediction with 1.9M reactions from USPTO patents (1976-2016). Task: Predict the product of the given reaction. The product is: [F:22][C:23]1[CH:30]=[CH:29][C:26]([CH2:27][N:11]2[C:8]3=[N:9][CH:10]=[C:5]([S:2]([CH3:1])(=[O:4])=[O:3])[CH:6]=[C:7]3[CH:13]=[C:12]2[C:14]2[N:19]=[CH:18][CH:17]=[CH:16][N:15]=2)=[CH:25][CH:24]=1. Given the reactants [CH3:1][S:2]([C:5]1[CH:6]=[C:7]2[CH:13]=[C:12]([C:14]3[N:19]=[CH:18][CH:17]=[CH:16][N:15]=3)[NH:11][C:8]2=[N:9][CH:10]=1)(=[O:4])=[O:3].[H-].[Na+].[F:22][C:23]1[CH:30]=[CH:29][C:26]([CH2:27]Br)=[CH:25][CH:24]=1.C(=O)([O-])O.[Na+], predict the reaction product.